This data is from Catalyst prediction with 721,799 reactions and 888 catalyst types from USPTO. The task is: Predict which catalyst facilitates the given reaction. Product: [CH:1]1[C:7](=[O:8])[NH:6][C:4](=[O:5])[N:3]([C@@H:9]2[O:13][C@H:12]([CH2:14][O:15][P:16]([O:19][P:20]([OH:22])([OH:23])=[O:21])([OH:18])=[O:17])[C@@H:11]([OH:24])[C@H:10]2[OH:25])[CH:2]=1.[OH:26][CH:27]1[O:34][C@H:33]([CH2:35][NH2:3])[C@@H:31]([OH:32])[C@H:29]([OH:30])[C@H:28]1[NH:40][C:41]([CH3:43])=[O:42]. Reactant: [CH:1]1[C:7](=[O:8])[NH:6][C:4](=[O:5])[N:3]([C@@H:9]2[O:13][C@H:12]([CH2:14][O:15][P:16]([O:19][P:20]([OH:23])([OH:22])=[O:21])([OH:18])=[O:17])[C@@H:11]([OH:24])[C@H:10]2[OH:25])[CH:2]=1.[OH:26][CH:27]1[O:34][C@H:33]([CH2:35]ON=[N+]=[N-])[C@@H:31]([OH:32])[C@H:29]([OH:30])[C@H:28]1[NH:40][C:41]([CH3:43])=[O:42]. The catalyst class is: 838.